This data is from Rat liver microsome stability data. The task is: Regression/Classification. Given a drug SMILES string, predict its absorption, distribution, metabolism, or excretion properties. Task type varies by dataset: regression for continuous measurements (e.g., permeability, clearance, half-life) or binary classification for categorical outcomes (e.g., BBB penetration, CYP inhibition). Dataset: rlm. (1) The drug is CCNC(=O)Nc1ccc2c(c1)sc1cc(S(=O)(=O)N[C@H](C(=O)O)C(C)C)ccc12. The result is 0 (unstable in rat liver microsomes). (2) The molecule is O=C(CCCN1CCC2(CC1)C(=O)N(Cc1cccc(F)c1)CN2c1ccccc1)c1ccc(F)cc1. The result is 1 (stable in rat liver microsomes). (3) The molecule is O=C(CN1CCN2CCCCC2C1)NC1CCCCC1. The result is 1 (stable in rat liver microsomes). (4) The result is 0 (unstable in rat liver microsomes). The drug is CC(C)(C)[C@@H](CO)NC(=O)c1nn(-c2c[n+]([O-])ccn2)c2c1C[C@@H]1C[C@H]21. (5) The molecule is C[C@@]1(c2ncncc2F)NC(=O)c2cc(-c3cn[nH]c3)ccc21. The result is 0 (unstable in rat liver microsomes). (6) The compound is COc1cccc(CNc2ccc(S(=O)(=O)Nc3cccnc3)cc2)c1O. The result is 1 (stable in rat liver microsomes). (7) The molecule is O=C(Nc1c[nH]nc1-c1nc2cc(CN3CCOCC3)ccc2[nH]1)NC1CC1. The result is 0 (unstable in rat liver microsomes). (8) The compound is O=C(N[C@@H](Cc1c[nH]c2ccccc12)C(=O)Nc1ccncc1)c1ccc(-c2cc(F)cc(F)c2)cc1F. The result is 0 (unstable in rat liver microsomes).